From a dataset of Forward reaction prediction with 1.9M reactions from USPTO patents (1976-2016). Predict the product of the given reaction. Given the reactants [NH2:1][C:2]([NH:4][C:5]1[NH:6][C:7]2[C:12]([C:13]=1[C:14](=[O:16])[NH2:15])=[CH:11][CH:10]=[C:9](B1OC(C)(C)C(C)(C)O1)[CH:8]=2)=[O:3].C(=O)([O-])O.[Na+].Br[C:32]1[CH:37]=[C:36]([CH2:38][OH:39])[CH:35]=[CH:34][N:33]=1, predict the reaction product. The product is: [NH2:1][C:2]([NH:4][C:5]1[NH:6][C:7]2[C:12]([C:13]=1[C:14]([NH2:15])=[O:16])=[CH:11][CH:10]=[C:9]([C:32]1[CH:37]=[C:36]([CH2:38][OH:39])[CH:35]=[CH:34][N:33]=1)[CH:8]=2)=[O:3].